From a dataset of Catalyst prediction with 721,799 reactions and 888 catalyst types from USPTO. Predict which catalyst facilitates the given reaction. (1) Reactant: [CH3:1][CH:2]([NH2:5])[C:3]#[CH:4].Cl.CCN(CC)CC.[Cl:14][C:15]1[C:23]([C:24]([F:27])([F:26])[F:25])=[CH:22][CH:21]=[CH:20][C:16]=1[C:17](Cl)=[O:18]. Product: [CH3:1][CH:2]([NH:5][C:17](=[O:18])[C:16]1[CH:20]=[CH:21][CH:22]=[C:23]([C:24]([F:25])([F:26])[F:27])[C:15]=1[Cl:14])[C:3]#[CH:4]. The catalyst class is: 1. (2) Reactant: [C:1]([Li])([CH3:4])([CH3:3])[CH3:2].[CH3:6][CH:7]1[CH2:11][CH2:10][CH2:9][C:8]1=O.[NH4+].[Cl-]. Product: [CH3:6][C:7]1[CH2:11][CH:10]=[C:9]([C:1]([CH3:4])([CH3:3])[CH3:2])[CH:8]=1. The catalyst class is: 28. (3) Reactant: [NH:1]1[CH:5]=[C:4]([C:6]2[CH:14]=[CH:13][C:9]([C:10]([NH2:12])=[O:11])=[CH:8][CH:7]=2)[N:3]=[CH:2]1.[H-].[Na+].Cl[C:18]([N:20]([CH3:34])[CH:21]1[CH2:26][CH2:25][N:24]([C:27]([O:29][C:30]([CH3:33])([CH3:32])[CH3:31])=[O:28])[CH2:23][CH2:22]1)=[O:19]. Product: [C:10]([C:9]1[CH:8]=[CH:7][C:6]([C:4]2[N:3]=[CH:2][N:1]([C:18]([N:20]([CH:21]3[CH2:26][CH2:25][N:24]([C:27]([O:29][C:30]([CH3:33])([CH3:32])[CH3:31])=[O:28])[CH2:23][CH2:22]3)[CH3:34])=[O:19])[CH:5]=2)=[CH:14][CH:13]=1)(=[O:11])[NH2:12]. The catalyst class is: 9. (4) Reactant: [OH-].[Na+].[Br:3][C:4]1[CH:5]=[CH:6][C:7]([O:15][CH2:16][C:17]2[CH:18]=[C:19]([C:23]3[CH:28]=[CH:27][CH:26]=[C:25]([CH2:29][NH:30]C(OC(C)(C)C)=O)[CH:24]=3)[CH:20]=[CH:21][CH:22]=2)=[C:8]([CH2:10][C:11]([O:13]C)=[O:12])[CH:9]=1.Cl. Product: [NH2:30][CH2:29][C:25]1[CH:24]=[C:23]([C:19]2[CH:20]=[CH:21][CH:22]=[C:17]([CH2:16][O:15][C:7]3[CH:6]=[CH:5][C:4]([Br:3])=[CH:9][C:8]=3[CH2:10][C:11]([OH:13])=[O:12])[CH:18]=2)[CH:28]=[CH:27][CH:26]=1. The catalyst class is: 1. (5) Reactant: [C:1]1([OH:8])[CH:6]=[CH:5][CH:4]=[C:3]([OH:7])[CH:2]=1.C(=O)([O-])[O-].[K+].[K+].[CH2:15](Br)[C:16]1[CH:21]=[CH:20][CH:19]=[CH:18][CH:17]=1. Product: [CH2:15]([O:7][C:3]1[CH:2]=[C:1]([OH:8])[CH:6]=[CH:5][CH:4]=1)[C:16]1[CH:21]=[CH:20][CH:19]=[CH:18][CH:17]=1. The catalyst class is: 21. (6) Reactant: I[C:2]1[CH:9]=[CH:8][C:5]([C:6]#[N:7])=[C:4]([C:10]([F:13])([F:12])[F:11])[CH:3]=1.[CH2:14]([C@@H:16]1[NH:20][C:19](=[O:21])[CH2:18][C@@:17]1([OH:23])[CH3:22])[CH3:15].C1(P(C2C=CC=CC=2)C2C3OC4C(=CC=CC=4P(C4C=CC=CC=4)C4C=CC=CC=4)C(C)(C)C=3C=CC=2)C=CC=CC=1.C(=O)([O-])[O-].[Cs+].[Cs+]. Product: [CH2:14]([C@H:16]1[C@:17]([OH:23])([CH3:22])[CH2:18][C:19](=[O:21])[N:20]1[C:2]1[CH:9]=[CH:8][C:5]([C:6]#[N:7])=[C:4]([C:10]([F:13])([F:12])[F:11])[CH:3]=1)[CH3:15]. The catalyst class is: 110. (7) Reactant: [F:1][CH:2]([F:23])[O:3][C:4]1[CH:9]=[CH:8][C:7]([C:10]2[CH:18]=[CH:17][CH:16]=[C:15]3[C:11]=2[CH2:12][CH2:13][C:14]3=[O:19])=[C:6]([OH:20])[C:5]=1[O:21][CH3:22].C(=O)([O-])[O-].[K+].[K+].Br[CH2:31][C:32]1([CH2:36][OH:37])[CH2:35][O:34][CH2:33]1. Product: [F:1][CH:2]([F:23])[O:3][C:4]1[CH:9]=[CH:8][C:7]([C:10]2[CH:18]=[CH:17][CH:16]=[C:15]3[C:11]=2[CH2:12][CH2:13][C:14]3=[O:19])=[C:6]([O:20][CH2:31][C:32]2([CH2:36][OH:37])[CH2:35][O:34][CH2:33]2)[C:5]=1[O:21][CH3:22]. The catalyst class is: 10. (8) Reactant: [CH2:1]([O:8][C:9]1[CH:10]=[CH:11][C:12]([OH:18])=[C:13]([C:15](=O)[CH3:16])[CH:14]=1)[C:2]1[CH:7]=[CH:6][CH:5]=[CH:4][CH:3]=1.[C:19](=O)([O-])[O-].[K+].[K+].Br[CH2:26][C:27](=[O:29])C.O. Product: [CH2:1]([O:8][C:9]1[CH:10]=[CH:11][C:12]2[O:18][C:16]([C:27](=[O:29])[CH3:26])=[C:15]([CH3:19])[C:13]=2[CH:14]=1)[C:2]1[CH:7]=[CH:6][CH:5]=[CH:4][CH:3]=1. The catalyst class is: 9. (9) Reactant: C(O[C:4](=[O:30])[CH2:5][C:6]([CH:8]1[CH2:13][CH2:12][N:11]([C:14]([O:16][CH2:17][C:18]2[CH:23]=[CH:22][CH:21]=[CH:20][CH:19]=2)=[O:15])[CH:10]([C:24]2[N:25]=[N:26][N:27]([CH3:29])[N:28]=2)[CH2:9]1)=[O:7])C.[OH-].[Na+].[NH2:33]O.Cl. Product: [CH3:29][N:27]1[N:26]=[N:25][C:24]([CH:10]2[CH2:9][CH:8]([C:6]3[O:7][NH:33][C:4](=[O:30])[CH:5]=3)[CH2:13][CH2:12][N:11]2[C:14]([O:16][CH2:17][C:18]2[CH:23]=[CH:22][CH:21]=[CH:20][CH:19]=2)=[O:15])=[N:28]1. The catalyst class is: 24.